Predict the reactants needed to synthesize the given product. From a dataset of Full USPTO retrosynthesis dataset with 1.9M reactions from patents (1976-2016). (1) The reactants are: C([O:8][C:9]1[CH:14]=[CH:13][C:12]([C@@H:15]2[CH2:20][CH2:19][N:18]([C:21]([O:23][C:24]([CH3:27])([CH3:26])[CH3:25])=[O:22])[CH2:17][C@H:16]2[OH:28])=[CH:11][C:10]=1[F:29])C1C=CC=CC=1. Given the product [F:29][C:10]1[CH:11]=[C:12]([C@@H:15]2[CH2:20][CH2:19][N:18]([C:21]([O:23][C:24]([CH3:26])([CH3:25])[CH3:27])=[O:22])[CH2:17][C@H:16]2[OH:28])[CH:13]=[CH:14][C:9]=1[OH:8], predict the reactants needed to synthesize it. (2) Given the product [CH3:33][NH:32][CH:34]1[CH2:35][N:36]([C:38]2[N:45]3[N:22]=[CH:21][N:5]=[C:4]3[C:3]3[CH:6]=[C:7]([C:10]([F:11])([F:12])[F:13])[CH:8]=[CH:9][C:2]=3[N:1]=2)[CH2:37]1, predict the reactants needed to synthesize it. The reactants are: [NH2:1][C:2]1[CH:9]=[CH:8][C:7]([C:10]([F:13])([F:12])[F:11])=[CH:6][C:3]=1[C:4]#[N:5].NC1C([C:21]#[N:22])=C(F)C(Br)=CC=1.C(OC([N:32]([CH:34]1[CH2:37][NH:36][CH2:35]1)[CH3:33])=O)(C)(C)C.[C:38]([N:45]1CCNCC1)(OC(C)(C)C)=O. (3) Given the product [CH3:1][O:2][C:3]1[CH:4]=[CH:5][C:6]([C:9]2[O:13][C:12]([CH:14]3[CH2:15][CH2:16][N:17]([CH2:20][C:21]([NH:24][CH2:25][C:26]4[NH:27][C:28](=[O:36])[C:29]5[CH2:35][O:34][CH2:33][CH2:32][C:30]=5[N:31]=4)=[O:23])[CH2:18][CH2:19]3)=[N:11][N:10]=2)=[CH:7][CH:8]=1, predict the reactants needed to synthesize it. The reactants are: [CH3:1][O:2][C:3]1[CH:8]=[CH:7][C:6]([C:9]2[O:13][C:12]([CH:14]3[CH2:19][CH2:18][N:17]([CH2:20][C:21]([OH:23])=O)[CH2:16][CH2:15]3)=[N:11][N:10]=2)=[CH:5][CH:4]=1.[NH2:24][CH2:25][C:26]1[NH:27][C:28](=[O:36])[C:29]2[CH2:35][O:34][CH2:33][CH2:32][C:30]=2[N:31]=1. (4) Given the product [C:44]([O:43][C:42](=[O:48])[NH:41][CH:38]1[CH2:37][CH2:36][CH:35]([NH:34][C:31]([C:19]2[C:15]3[N:16]=[CH:17][N:18]=[C:13]([C:7]4[CH:8]=[C:9]([F:12])[CH:10]=[CH:11][C:6]=4[O:5][CH2:4][CH:1]4[CH2:2][CH2:3]4)[C:14]=3[N:21]([CH2:22][O:23][CH2:24][CH2:25][Si:26]([CH3:29])([CH3:27])[CH3:28])[C:20]=2[CH3:30])=[O:33])[CH2:40][CH2:39]1)([CH3:47])([CH3:45])[CH3:46], predict the reactants needed to synthesize it. The reactants are: [CH:1]1([CH2:4][O:5][C:6]2[CH:11]=[CH:10][C:9]([F:12])=[CH:8][C:7]=2[C:13]2[C:14]3[N:21]([CH2:22][O:23][CH2:24][CH2:25][Si:26]([CH3:29])([CH3:28])[CH3:27])[C:20]([CH3:30])=[C:19]([C:31]([OH:33])=O)[C:15]=3[N:16]=[CH:17][N:18]=2)[CH2:3][CH2:2]1.[NH2:34][C@@H:35]1[CH2:40][CH2:39][C@H:38]([NH:41][C:42](=[O:48])[O:43][C:44]([CH3:47])([CH3:46])[CH3:45])[CH2:37][CH2:36]1.